Task: Predict which catalyst facilitates the given reaction.. Dataset: Catalyst prediction with 721,799 reactions and 888 catalyst types from USPTO (1) Reactant: [C:1]([O:5][C:6]([NH:8][C@H:9]([CH2:27][CH:28]1[CH2:33][CH2:32][CH2:31][CH2:30][CH2:29]1)[CH:10]([OH:26])[C:11]([NH:13][O:14][CH2:15][C:16]([O:18]CC1C=CC=CC=1)=[O:17])=[O:12])=[O:7])([CH3:4])([CH3:3])[CH3:2]. Product: [C:1]([O:5][C:6]([NH:8][C@H:9]([CH2:27][CH:28]1[CH2:29][CH2:30][CH2:31][CH2:32][CH2:33]1)[CH:10]([OH:26])[C:11]([NH:13][O:14][CH2:15][C:16]([OH:18])=[O:17])=[O:12])=[O:7])([CH3:4])([CH3:2])[CH3:3]. The catalyst class is: 354. (2) Reactant: [OH:1][CH2:2][CH2:3][CH2:4][CH2:5][CH2:6][CH2:7][CH2:8][CH2:9][CH2:10][O:11][C:12]1[CH:17]=[CH:16][N:15]=[C:14]([CH2:18]O)[C:13]=1[CH3:20].S(Cl)([Cl:23])=O.C(=O)([O-])[O-].[Na+].[Na+]. Product: [OH:1][CH2:2][CH2:3][CH2:4][CH2:5][CH2:6][CH2:7][CH2:8][CH2:9][CH2:10][O:11][C:12]1[CH:17]=[CH:16][N:15]=[C:14]([CH2:18][Cl:23])[C:13]=1[CH3:20]. The catalyst class is: 4. (3) Reactant: [CH3:1][N:2]([CH:10]1[CH2:15][CH2:14][N:13]([CH3:16])[CH2:12][CH2:11]1)[C:3]1[CH:8]=[CH:7][CH:6]=[C:5]([NH2:9])[N:4]=1.[O:17]1[CH:21]=[CH:20][CH:19]=[C:18]1[C:22]([Cl:24])=[O:23]. The catalyst class is: 17. Product: [ClH:24].[CH3:1][N:2]([CH:10]1[CH2:15][CH2:14][N:13]([CH3:16])[CH2:12][CH2:11]1)[C:3]1[N:4]=[C:5]([NH:9][C:22]([C:18]2[O:17][CH:21]=[CH:20][CH:19]=2)=[O:23])[CH:6]=[CH:7][CH:8]=1. (4) The catalyst class is: 59. Product: [Br:16][C:10]1[C:11]([C:13]([Cl:22])=[O:14])=[CH:12][N:8]([CH2:7][C:6]2[CH:17]=[CH:18][C:3]([O:2][CH3:1])=[CH:4][CH:5]=2)[N:9]=1. Reactant: [CH3:1][O:2][C:3]1[CH:18]=[CH:17][C:6]([CH2:7][N:8]2[CH:12]=[C:11]([C:13](O)=[O:14])[C:10]([Br:16])=[N:9]2)=[CH:5][CH:4]=1.C(Cl)(=O)C([Cl:22])=O. (5) Reactant: [NH2:1][N:2]1[C:6](=[O:7])[CH2:5][S:4][C:3]1=[S:8].[O:9]([C:16]1[CH:23]=[CH:22][C:19]([CH:20]=O)=[CH:18][CH:17]=1)[C:10]1[CH:15]=[CH:14][CH:13]=[CH:12][CH:11]=1.N1CCCCC1. Product: [NH2:1][N:2]1[C:6](=[O:7])[C:5](=[CH:20][C:19]2[CH:22]=[CH:23][C:16]([O:9][C:10]3[CH:11]=[CH:12][CH:13]=[CH:14][CH:15]=3)=[CH:17][CH:18]=2)[S:4][C:3]1=[S:8]. The catalyst class is: 8. (6) Reactant: [H-].[Na+].[N:3]1[CH:8]=[CH:7][CH:6]=[C:5]([CH2:9][OH:10])[CH:4]=1.Br[CH2:12][C:13]([O:15][C:16]([CH3:19])([CH3:18])[CH3:17])=[O:14].C(=O)(O)[O-].[Na+]. Product: [C:16]([O:15][C:13](=[O:14])[CH2:12][O:10][CH2:9][C:5]1[CH:4]=[N:3][CH:8]=[CH:7][CH:6]=1)([CH3:19])([CH3:18])[CH3:17]. The catalyst class is: 20. (7) Reactant: [OH:1][C:2]1[N:6]([CH3:7])[N:5]=[C:4]([C:8]([O:10][CH3:11])=[O:9])[CH:3]=1.[CH2:12](Br)[C:13]1[CH:18]=[CH:17][CH:16]=[CH:15][CH:14]=1.C(=O)([O-])[O-].[K+].[K+].O. Product: [CH2:12]([O:1][C:2]1[N:6]([CH3:7])[N:5]=[C:4]([C:8]([O:10][CH3:11])=[O:9])[CH:3]=1)[C:13]1[CH:18]=[CH:17][CH:16]=[CH:15][CH:14]=1. The catalyst class is: 9.